Task: Regression. Given two drug SMILES strings and cell line genomic features, predict the synergy score measuring deviation from expected non-interaction effect.. Dataset: NCI-60 drug combinations with 297,098 pairs across 59 cell lines (1) Drug 1: C1=NC2=C(N1)C(=S)N=CN2. Drug 2: CC1CCCC2(C(O2)CC(NC(=O)CC(C(C(=O)C(C1O)C)(C)C)O)C(=CC3=CSC(=N3)C)C)C. Cell line: M14. Synergy scores: CSS=67.3, Synergy_ZIP=0.434, Synergy_Bliss=-1.91, Synergy_Loewe=-13.1, Synergy_HSA=1.66. (2) Drug 1: CC1=C(N=C(N=C1N)C(CC(=O)N)NCC(C(=O)N)N)C(=O)NC(C(C2=CN=CN2)OC3C(C(C(C(O3)CO)O)O)OC4C(C(C(C(O4)CO)O)OC(=O)N)O)C(=O)NC(C)C(C(C)C(=O)NC(C(C)O)C(=O)NCCC5=NC(=CS5)C6=NC(=CS6)C(=O)NCCC[S+](C)C)O. Drug 2: C(CN)CNCCSP(=O)(O)O. Cell line: HCT-15. Synergy scores: CSS=39.8, Synergy_ZIP=6.89, Synergy_Bliss=7.33, Synergy_Loewe=-33.2, Synergy_HSA=5.99. (3) Drug 1: C1=NC2=C(N1)C(=S)N=C(N2)N. Drug 2: CCCCCOC(=O)NC1=NC(=O)N(C=C1F)C2C(C(C(O2)C)O)O. Cell line: SW-620. Synergy scores: CSS=13.5, Synergy_ZIP=2.26, Synergy_Bliss=0.129, Synergy_Loewe=-16.9, Synergy_HSA=-2.19. (4) Drug 1: C1=NC2=C(N1)C(=S)N=C(N2)N. Drug 2: CC(C1=C(C=CC(=C1Cl)F)Cl)OC2=C(N=CC(=C2)C3=CN(N=C3)C4CCNCC4)N. Cell line: UACC-257. Synergy scores: CSS=14.7, Synergy_ZIP=-8.81, Synergy_Bliss=-1.97, Synergy_Loewe=-7.66, Synergy_HSA=-2.41.